From a dataset of NCI-60 drug combinations with 297,098 pairs across 59 cell lines. Regression. Given two drug SMILES strings and cell line genomic features, predict the synergy score measuring deviation from expected non-interaction effect. (1) Drug 1: C1=CC(=CC=C1C#N)C(C2=CC=C(C=C2)C#N)N3C=NC=N3. Drug 2: C1C(C(OC1N2C=C(C(=O)NC2=O)F)CO)O. Cell line: UACC62. Synergy scores: CSS=15.4, Synergy_ZIP=-4.41, Synergy_Bliss=0.0372, Synergy_Loewe=-10.6, Synergy_HSA=-0.433. (2) Drug 1: C1=CN(C(=O)N=C1N)C2C(C(C(O2)CO)O)O.Cl. Drug 2: CC12CCC3C(C1CCC2O)C(CC4=C3C=CC(=C4)O)CCCCCCCCCS(=O)CCCC(C(F)(F)F)(F)F. Cell line: IGROV1. Synergy scores: CSS=7.62, Synergy_ZIP=-0.595, Synergy_Bliss=2.76, Synergy_Loewe=0.637, Synergy_HSA=1.39. (3) Drug 1: CC12CCC3C(C1CCC2O)C(CC4=C3C=CC(=C4)O)CCCCCCCCCS(=O)CCCC(C(F)(F)F)(F)F. Drug 2: C1CN(CCN1C(=O)CCBr)C(=O)CCBr. Cell line: 786-0. Synergy scores: CSS=13.7, Synergy_ZIP=-5.61, Synergy_Bliss=-0.206, Synergy_Loewe=-6.76, Synergy_HSA=-2.03. (4) Drug 1: C1=CC(=CC=C1CCCC(=O)O)N(CCCl)CCCl. Drug 2: C1CCC(C(C1)N)N.C(=O)(C(=O)[O-])[O-].[Pt+4]. Cell line: HOP-62. Synergy scores: CSS=4.59, Synergy_ZIP=-1.65, Synergy_Bliss=-5.13, Synergy_Loewe=-8.36, Synergy_HSA=-4.50. (5) Drug 1: C1CCC(CC1)NC(=O)N(CCCl)N=O. Drug 2: CC1=C(C=C(C=C1)NC(=O)C2=CC=C(C=C2)CN3CCN(CC3)C)NC4=NC=CC(=N4)C5=CN=CC=C5. Cell line: SN12C. Synergy scores: CSS=5.97, Synergy_ZIP=-1.91, Synergy_Bliss=4.92, Synergy_Loewe=-1.16, Synergy_HSA=-1.04. (6) Drug 1: C1=C(C(=O)NC(=O)N1)F. Drug 2: CN(C(=O)NC(C=O)C(C(C(CO)O)O)O)N=O. Cell line: UACC62. Synergy scores: CSS=41.3, Synergy_ZIP=-6.61, Synergy_Bliss=-10.6, Synergy_Loewe=-8.40, Synergy_HSA=-6.43. (7) Drug 1: CCC1=C2CN3C(=CC4=C(C3=O)COC(=O)C4(CC)O)C2=NC5=C1C=C(C=C5)O. Drug 2: CN(CCCl)CCCl.Cl. Cell line: SK-MEL-2. Synergy scores: CSS=28.0, Synergy_ZIP=-6.56, Synergy_Bliss=-6.19, Synergy_Loewe=-45.9, Synergy_HSA=-4.05. (8) Drug 1: CC1=C2C(C(=O)C3(C(CC4C(C3C(C(C2(C)C)(CC1OC(=O)C(C(C5=CC=CC=C5)NC(=O)OC(C)(C)C)O)O)OC(=O)C6=CC=CC=C6)(CO4)OC(=O)C)OC)C)OC. Drug 2: C1C(C(OC1N2C=NC3=C(N=C(N=C32)Cl)N)CO)O. Cell line: SK-OV-3. Synergy scores: CSS=40.9, Synergy_ZIP=4.73, Synergy_Bliss=3.33, Synergy_Loewe=-20.0, Synergy_HSA=3.05. (9) Drug 1: CC(C1=C(C=CC(=C1Cl)F)Cl)OC2=C(N=CC(=C2)C3=CN(N=C3)C4CCNCC4)N. Drug 2: CN(C)C1=NC(=NC(=N1)N(C)C)N(C)C. Cell line: PC-3. Synergy scores: CSS=-1.25, Synergy_ZIP=-1.92, Synergy_Bliss=-3.79, Synergy_Loewe=-14.8, Synergy_HSA=-4.92. (10) Synergy scores: CSS=31.8, Synergy_ZIP=-2.46, Synergy_Bliss=-5.62, Synergy_Loewe=-19.1, Synergy_HSA=-4.88. Drug 1: C1=C(C(=O)NC(=O)N1)F. Drug 2: CCCCCOC(=O)NC1=NC(=O)N(C=C1F)C2C(C(C(O2)C)O)O. Cell line: SF-295.